From a dataset of Full USPTO retrosynthesis dataset with 1.9M reactions from patents (1976-2016). Predict the reactants needed to synthesize the given product. (1) The reactants are: [S:1]1[CH:5]=[CH:4][C:3]([S:6]([O:9][C:10]2[C:18]([O:19][CH3:20])=[CH:17][C:16]([C:21]3[N:22]([C:32]([O:34][C:35]([CH3:38])([CH3:37])[CH3:36])=[O:33])[C:23]4[C:28]([CH:29]=3)=[CH:27][C:26]([CH:30]=O)=[CH:25][CH:24]=4)=[C:15]3[C:11]=2[CH2:12][NH:13][C:14]3=[O:39])(=[O:8])=[O:7])=[CH:2]1.[NH:40]1[CH2:44][CH2:43][CH2:42][CH2:41]1.C(O)(=O)C.C(O[BH-](OC(=O)C)OC(=O)C)(=O)C.[Na+]. Given the product [S:1]1[CH:5]=[CH:4][C:3]([S:6]([O:9][C:10]2[C:18]([O:19][CH3:20])=[CH:17][C:16]([C:21]3[N:22]([C:32]([O:34][C:35]([CH3:37])([CH3:36])[CH3:38])=[O:33])[C:23]4[C:28]([CH:29]=3)=[CH:27][C:26]([CH2:30][N:40]3[CH2:44][CH2:43][CH2:42][CH2:41]3)=[CH:25][CH:24]=4)=[C:15]3[C:11]=2[CH2:12][NH:13][C:14]3=[O:39])(=[O:8])=[O:7])=[CH:2]1, predict the reactants needed to synthesize it. (2) Given the product [F:1][C:2]1[CH:7]=[CH:6][C:5]([C:8]2([CH2:14][O:15][CH:16]([C:18]3[CH:19]=[C:20]([N:27]([CH3:28])[CH3:29])[CH:21]=[C:22]4[C:26]=3[NH:25][N:24]=[CH:23]4)[CH3:17])[CH2:13][CH2:12][N:11]([CH3:30])[CH2:10][CH2:9]2)=[CH:4][CH:3]=1, predict the reactants needed to synthesize it. The reactants are: [F:1][C:2]1[CH:7]=[CH:6][C:5]([C:8]2([CH2:14][O:15][CH:16]([C:18]3[CH:19]=[C:20]([N:27]([CH3:29])[CH3:28])[CH:21]=[C:22]4[C:26]=3[NH:25][N:24]=[CH:23]4)[CH3:17])[CH2:13][CH2:12][NH:11][CH2:10][CH2:9]2)=[CH:4][CH:3]=1.[C:30]([BH3-])#N.[Na+].C=O. (3) Given the product [Br:1][C:2]1[CH:3]=[C:4]([NH2:26])[C:5]([NH:9][CH:10]2[CH2:15][CH2:14][N:13]([C@H:16]3[CH2:21][CH2:20][C@H:19]([O:22][CH2:23][CH2:24][CH3:25])[CH2:18][CH2:17]3)[CH2:12][CH2:11]2)=[CH:6][C:7]=1[CH3:8], predict the reactants needed to synthesize it. The reactants are: [Br:1][C:2]1[C:7]([CH3:8])=[CH:6][C:5]([NH:9][CH:10]2[CH2:15][CH2:14][N:13]([C@H:16]3[CH2:21][CH2:20][C@H:19]([O:22][CH2:23][CH2:24][CH3:25])[CH2:18][CH2:17]3)[CH2:12][CH2:11]2)=[C:4]([N+:26]([O-])=O)[CH:3]=1.O.NN. (4) Given the product [ClH:46].[CH3:26][CH:27]([CH3:31])[CH2:28][CH2:29][NH:30][CH2:1][C:3]1[C:12]2[C:7](=[CH:8][CH:9]=[CH:10][CH:11]=2)[C:6]([O:13][C:14]2[CH:21]=[CH:20][C:17]([C:18]#[N:19])=[CH:16][N:15]=2)=[CH:5][CH:4]=1, predict the reactants needed to synthesize it. The reactants are: [CH:1]([C:3]1[C:12]2[C:7](=[CH:8][CH:9]=[CH:10][CH:11]=2)[C:6]([O:13][C:14]2[CH:21]=[CH:20][C:17]([C:18]#[N:19])=[CH:16][N:15]=2)=[CH:5][CH:4]=1)=O.C(O)(=O)C.[CH3:26][CH:27]([CH3:31])[CH2:28][CH2:29][NH2:30].[BH-](OC(C)=O)(OC(C)=O)OC(C)=O.[Na+].[ClH:46].O1CCOCC1.